Dataset: Forward reaction prediction with 1.9M reactions from USPTO patents (1976-2016). Task: Predict the product of the given reaction. (1) Given the reactants IC1C=CC=CC=1S([O-])(=O)=O.[Na+].OOS([O-])=O.[K+].S([O-])([O-])(=O)=O.[Na+].[Na+].[CH3:26]/[C:27](/[CH2:31][CH2:32][CH:33]=[C:34]([CH3:36])[CH3:35])=[CH:28]\[CH2:29][OH:30], predict the reaction product. The product is: [CH3:26]/[C:27](/[CH2:31][CH2:32][CH:33]=[C:34]([CH3:36])[CH3:35])=[CH:28]\[CH:29]=[O:30]. (2) Given the reactants [Cl:1][C:2]1[C:7]([N+:8]([O-:10])=[O:9])=[C:6](Cl)[C:5]([CH3:12])=[C:4]([CH3:13])[N:3]=1.C(N(CC)CC)C.[NH2:21][CH2:22][C:23]([NH2:26])([CH3:25])[CH3:24].CO.C(Cl)(Cl)Cl, predict the reaction product. The product is: [Cl:1][C:2]1[C:7]([N+:8]([O-:10])=[O:9])=[C:6]([NH:26][C:23]([CH3:25])([CH3:24])[CH2:22][NH2:21])[C:5]([CH3:12])=[C:4]([CH3:13])[N:3]=1. (3) Given the reactants Br[CH2:2][CH2:3][CH2:4][CH2:5][CH2:6][C:7]1[C:13]2[CH:14]=[CH:15][C:16]([OH:18])=[CH:17][C:12]=2[CH2:11][CH2:10][CH2:9][C:8]=1[C:19]1[CH:24]=[CH:23][CH:22]=[CH:21][CH:20]=1.[CH3:25][NH:26][CH2:27][CH2:28][CH2:29][CH2:30][S:31]([CH2:34][CH2:35][C:36]([F:39])([F:38])[F:37])(=[O:33])=[O:32], predict the reaction product. The product is: [CH3:25][N:26]([CH2:27][CH2:28][CH2:29][CH2:30][S:31]([CH2:34][CH2:35][C:36]([F:37])([F:39])[F:38])(=[O:33])=[O:32])[CH2:2][CH2:3][CH2:4][CH2:5][CH2:6][C:7]1[C:13]2[CH:14]=[CH:15][C:16]([OH:18])=[CH:17][C:12]=2[CH2:11][CH2:10][CH2:9][C:8]=1[C:19]1[CH:24]=[CH:23][CH:22]=[CH:21][CH:20]=1. (4) The product is: [Cl:14][CH2:13][CH2:12][CH2:11][N:3]1[CH2:8][CH2:7][CH2:6][CH2:5][C:4]1=[O:9]. Given the reactants [H-].[Na+].[NH:3]1[CH2:8][CH2:7][CH2:6][CH2:5][C:4]1=[O:9].Br[CH2:11][CH2:12][CH2:13][Cl:14], predict the reaction product. (5) The product is: [N:10]1([C:2]2[CH:9]=[CH:8][C:5]([C:6]#[N:7])=[CH:4][CH:3]=2)[CH2:15][CH2:14][CH2:13][CH2:12][CH2:11]1. Given the reactants Cl[C:2]1[CH:9]=[CH:8][C:5]([C:6]#[N:7])=[CH:4][CH:3]=1.[NH:10]1[CH2:15][CH2:14][CH2:13][CH2:12][CH2:11]1, predict the reaction product. (6) Given the reactants [C:1]1([CH3:13])[CH:6]=[C:5]([CH3:7])[CH:4]=[C:3]([CH3:8])[C:2]=1[C:9](O)([CH3:11])[CH3:10], predict the reaction product. The product is: [CH3:11][C:9]([C:2]1[C:3]([CH3:8])=[CH:4][C:5]([CH3:7])=[CH:6][C:1]=1[CH3:13])=[CH2:10].